From a dataset of Catalyst prediction with 721,799 reactions and 888 catalyst types from USPTO. Predict which catalyst facilitates the given reaction. (1) Reactant: [C:1]([N:8]1[CH2:13][CH2:12][N:11]([C:14]2[CH:31]=[CH:30][C:17]([O:18][CH2:19][C:20]3[CH:29]=[CH:28][C:23]([C:24](OC)=[O:25])=[CH:22][CH:21]=3)=[CH:16][CH:15]=2)[CH2:10][CH2:9]1)(OC(C)(C)C)=O.O.[OH-].[Na+]. Product: [CH3:1][N:8]1[CH2:9][CH2:10][N:11]([C:14]2[CH:31]=[CH:30][C:17]([O:18][CH2:19][C:20]3[CH:29]=[CH:28][C:23]([CH2:24][OH:25])=[CH:22][CH:21]=3)=[CH:16][CH:15]=2)[CH2:12][CH2:13]1. The catalyst class is: 1. (2) Reactant: [F:1][C:2]1[CH:3]=[C:4]([C:8]2[N:12]([C:13]3[CH:18]=[CH:17][CH:16]=[C:15]([O:19][CH3:20])[CH:14]=3)[N:11]=[C:10]([C:21]([O:23]CC)=[O:22])[CH:9]=2)[CH:5]=[CH:6][CH:7]=1.[OH-].[Li+]. The catalyst class is: 38. Product: [F:1][C:2]1[CH:3]=[C:4]([C:8]2[N:12]([C:13]3[CH:18]=[CH:17][CH:16]=[C:15]([O:19][CH3:20])[CH:14]=3)[N:11]=[C:10]([C:21]([OH:23])=[O:22])[CH:9]=2)[CH:5]=[CH:6][CH:7]=1. (3) Reactant: [N:1]1([S:7]([C:10]2[CH:17]=[CH:16][C:13]([C:14]#[N:15])=[CH:12][CH:11]=2)(=[O:9])=[O:8])[CH2:6][CH2:5][O:4][CH2:3][CH2:2]1. Product: [N:1]1([S:7]([C:10]2[CH:11]=[CH:12][C:13]([CH2:14][NH2:15])=[CH:16][CH:17]=2)(=[O:9])=[O:8])[CH2:2][CH2:3][O:4][CH2:5][CH2:6]1. The catalyst class is: 94. (4) Reactant: [CH3:1][O:2][C:3]1[CH:8]=[CH:7][C:6]([NH:9][C:10](=[O:12])[CH3:11])=[CH:5][CH:4]=1.[Br:13]Br. Product: [Br:13][C:4]1[CH:5]=[C:6]([NH:9][C:10](=[O:12])[CH3:11])[CH:7]=[CH:8][C:3]=1[O:2][CH3:1]. The catalyst class is: 15. (5) Reactant: [CH3:1][P:2]([C:5]1[CH:10]=[CH:9][C:8]([NH:11][C:12]2[N:20]=[CH:19][N:18]=[C:17]3[C:13]=2[N:14]=[CH:15][N:16]3[CH:21]=[CH2:22])=[CH:7][CH:6]=1)([CH3:4])=[O:3].[Cl:23][C:24]1[C:29](I)=[C:28]([CH3:31])[CH:27]=[CH:26][N:25]=1.C(N(C(C)C)CC)(C)C.C1(C)C=CC=CC=1P(C1C=CC=CC=1C)C1C=CC=CC=1C. Product: [Cl:23][C:24]1[C:29](/[CH:22]=[CH:21]/[N:16]2[CH:15]=[N:14][C:13]3[C:17]2=[N:18][CH:19]=[N:20][C:12]=3[NH:11][C:8]2[CH:9]=[CH:10][C:5]([P:2]([CH3:1])([CH3:4])=[O:3])=[CH:6][CH:7]=2)=[C:28]([CH3:31])[CH:27]=[CH:26][N:25]=1. The catalyst class is: 274.